This data is from Catalyst prediction with 721,799 reactions and 888 catalyst types from USPTO. The task is: Predict which catalyst facilitates the given reaction. (1) Reactant: Cl.[CH3:2][NH:3][O:4][CH3:5].[CH3:6][C:7]1[N:12]2[N:13]=[C:14]([CH:16]3[CH2:18][CH:17]3[C:19](Cl)=[O:20])[N:15]=[C:11]2[C:10]([CH3:22])=[N:9][CH:8]=1.O. Product: [CH3:6][C:7]1[N:12]2[N:13]=[C:14]([CH:16]3[CH2:18][CH:17]3[C:19]([N:3]([O:4][CH3:5])[CH3:2])=[O:20])[N:15]=[C:11]2[C:10]([CH3:22])=[N:9][CH:8]=1. The catalyst class is: 2. (2) Reactant: [CH2:1]([N:8]1[C@H:13]([CH3:14])[CH2:12][N:11]([C:15]([C:17]2[CH:22]=[C:21]([C:23]3[CH:28]=[CH:27][C:26]([OH:29])=[CH:25][CH:24]=3)[N:20]=[C:19]3[N:30]([CH:34]4[CH2:39][CH2:38][CH2:37][CH2:36][O:35]4)[N:31]=[C:32]([CH3:33])[C:18]=23)=O)[C@@H:10]([CH3:40])[CH2:9]1)[C:2]1[CH:7]=[CH:6][CH:5]=[CH:4][CH:3]=1.[H-].[Al+3].[Li+].[H-].[H-].[H-]. Product: [CH2:1]([N:8]1[C@H:13]([CH3:14])[CH2:12][N:11]([CH2:15][C:17]2[CH:22]=[C:21]([C:23]3[CH:28]=[CH:27][C:26]([OH:29])=[CH:25][CH:24]=3)[N:20]=[C:19]3[N:30]([CH:34]4[CH2:39][CH2:38][CH2:37][CH2:36][O:35]4)[N:31]=[C:32]([CH3:33])[C:18]=23)[C@@H:10]([CH3:40])[CH2:9]1)[C:2]1[CH:7]=[CH:6][CH:5]=[CH:4][CH:3]=1. The catalyst class is: 1.